From a dataset of Catalyst prediction with 721,799 reactions and 888 catalyst types from USPTO. Predict which catalyst facilitates the given reaction. Reactant: CC1[C:11]2([O:19][C:18]3[C:13](=[C:14](O)[CH:15]=[C:16](C=O)[C:17]=3C(O)=O)C2)C2(C)C(C(C)(C)C(O)C(O)C2)CC1.[N:31]1[C:36]2[CH:37]=[CH:38][CH:39]=[CH:40][C:35]=2[C:34]([NH:41][CH2:42]C2C=CC(OC)=CC=2)=[N:33][N:32]=1.C(=O)=O. Product: [N:31]1[C:36]2[CH:37]=[CH:38][CH:39]=[CH:40][C:35]=2[C:34]([N:41]([C:15]2[CH:14]=[CH:13][C:18]([O:19][CH3:11])=[CH:17][CH:16]=2)[CH3:42])=[N:33][N:32]=1. The catalyst class is: 16.